This data is from Forward reaction prediction with 1.9M reactions from USPTO patents (1976-2016). The task is: Predict the product of the given reaction. (1) Given the reactants [CH2:1]=O.[N+:3]([C:6]1[CH:15]=[C:14]2[C:9]([CH2:10][CH2:11][NH:12][CH2:13]2)=[CH:8][CH:7]=1)([O-:5])=[O:4].N, predict the reaction product. The product is: [CH3:1][N:12]1[CH2:11][CH2:10][C:9]2[C:14](=[CH:15][C:6]([N+:3]([O-:5])=[O:4])=[CH:7][CH:8]=2)[CH2:13]1. (2) The product is: [F:1][C:2]1[CH:3]=[CH:4][C:5]([CH2:6][N:7]2[C:8](=[O:42])[C:9]3[N:10]=[C:11]([C:16]4[C:17]([N:36]([CH3:41])[S:37]([CH3:40])(=[O:38])=[O:39])=[CH:18][C:19]5[O:23][C:22]([C:24]6[CH:25]=[CH:26][C:27]([F:30])=[CH:28][CH:29]=6)=[C:21]([C:31]([NH:32][CH3:33])=[O:34])[C:20]=5[CH:35]=4)[CH:12]=[CH:13][C:14]=3[O:15][C:53]2=[O:55])=[CH:43][CH:44]=1. Given the reactants [F:1][C:2]1[CH:44]=[CH:43][C:5]([CH2:6][NH:7][C:8](=[O:42])[C:9]2[C:14]([OH:15])=[CH:13][CH:12]=[C:11]([C:16]3[C:17]([N:36]([CH3:41])[S:37]([CH3:40])(=[O:39])=[O:38])=[CH:18][C:19]4[O:23][C:22]([C:24]5[CH:29]=[CH:28][C:27]([F:30])=[CH:26][CH:25]=5)=[C:21]([C:31](=[O:34])[NH:32][CH3:33])[C:20]=4[CH:35]=3)[N:10]=2)=[CH:4][CH:3]=1.CCN(CC)CC.Cl[C:53](Cl)([O:55]C(=O)OC(Cl)(Cl)Cl)Cl, predict the reaction product. (3) Given the reactants [CH2:1]([O:8][C:9]1[CH:10]=[C:11]([CH:14]=[CH:15][C:16]=1[N+:17]([O-:19])=[O:18])[CH:12]=[O:13])[C:2]1[CH:7]=[CH:6][CH:5]=[CH:4][CH:3]=1.[BH4-].[Na+], predict the reaction product. The product is: [CH2:1]([O:8][C:9]1[CH:10]=[C:11]([CH:14]=[CH:15][C:16]=1[N+:17]([O-:19])=[O:18])[CH2:12][OH:13])[C:2]1[CH:3]=[CH:4][CH:5]=[CH:6][CH:7]=1. (4) Given the reactants [N:1]([CH2:4][CH2:5][O:6][CH2:7][CH2:8][O:9][CH2:10][CH2:11][O:12][CH2:13][CH2:14][O:15][NH:16][C:17]([C:19]1[CH:28]=[C:27]([C:29]([O:31]C)=[O:30])[C:26]2[C:25]3[NH:33][C:34]([C:36]([O:38]C)=[O:37])=[CH:35][C:24]=3[C:23]3(OCC[O:40]3)[C:22](=[O:44])[C:21]=2[N:20]=1)=[O:18])=[N+:2]=[N-:3].Cl.C(Cl)Cl.CO.[Li+].[OH-], predict the reaction product. The product is: [N:1]([CH2:4][CH2:5][O:6][CH2:7][CH2:8][O:9][CH2:10][CH2:11][O:12][CH2:13][CH2:14][O:15][NH:16][C:17]([C:19]1[CH:28]=[C:27]([C:29]([OH:31])=[O:30])[C:26]2[C:25]3[NH:33][C:34]([C:36]([OH:38])=[O:37])=[CH:35][C:24]=3[C:23](=[O:40])[C:22](=[O:44])[C:21]=2[N:20]=1)=[O:18])=[N+:2]=[N-:3]. (5) Given the reactants Cl.[NH:2]1[CH:6]=[C:5]([C:7]2[CH:30]=[CH:29][C:10]3[N:11]([C:14]4[CH:15]=[C:16]([NH:20][C:21]([NH:23][CH2:24][C:25]([F:28])([F:27])[F:26])=[O:22])[CH:17]=[CH:18][CH:19]=4)[CH:12]=[N:13][C:9]=3[CH:8]=2)[CH:4]=[N:3]1.[F:31][C:32]([F:38])([F:37])/[CH:33]=[CH:34]/[C:35]#[N:36].N12CCCN=C1CCCCC2, predict the reaction product. The product is: [C:35]([CH2:34][CH:33]([N:2]1[CH:6]=[C:5]([C:7]2[CH:30]=[CH:29][C:10]3[N:11]([C:14]4[CH:15]=[C:16]([NH:20][C:21]([NH:23][CH2:24][C:25]([F:28])([F:27])[F:26])=[O:22])[CH:17]=[CH:18][CH:19]=4)[CH:12]=[N:13][C:9]=3[CH:8]=2)[CH:4]=[N:3]1)[C:32]([F:38])([F:37])[F:31])#[N:36]. (6) Given the reactants [OH-].[K+].[SH:3][C:4]1[N:9]=[C:8]([OH:10])[CH:7]=[C:6]([OH:11])[N:5]=1.[F:12][C:13]1[C:20]([F:21])=[CH:19][CH:18]=[CH:17][C:14]=1[CH2:15]Br, predict the reaction product. The product is: [F:12][C:13]1[C:20]([F:21])=[CH:19][CH:18]=[CH:17][C:14]=1[CH2:15][S:3][C:4]1[N:9]=[C:8]([OH:10])[CH:7]=[C:6]([OH:11])[N:5]=1. (7) The product is: [C:19]([O:18][C:16](=[O:17])[CH2:15][NH:14][CH2:1][C:3]1[CH:8]=[C:7]([C:9]([O:11][CH2:12][CH3:13])=[O:10])[CH:6]=[CH:5][N:4]=1)([CH3:22])([CH3:21])[CH3:20]. Given the reactants [CH:1]([C:3]1[CH:8]=[C:7]([C:9]([O:11][CH2:12][CH3:13])=[O:10])[CH:6]=[CH:5][N:4]=1)=O.[NH2:14][CH2:15][C:16]([O:18][C:19]([CH3:22])([CH3:21])[CH3:20])=[O:17], predict the reaction product. (8) Given the reactants F[C:2]1[CH:9]=[CH:8][C:7]([F:10])=[CH:6][C:3]=1[CH:4]=[O:5].[Cl:11][C:12]1[CH:17]=[CH:16][C:15]([SH:18])=[CH:14][CH:13]=1.C([O-])([O-])=O.[K+].[K+].O, predict the reaction product. The product is: [Cl:11][C:12]1[CH:17]=[CH:16][C:15]([S:18][C:2]2[CH:9]=[CH:8][C:7]([F:10])=[CH:6][C:3]=2[CH:4]=[O:5])=[CH:14][CH:13]=1.